Dataset: Peptide-MHC class I binding affinity with 185,985 pairs from IEDB/IMGT. Task: Regression. Given a peptide amino acid sequence and an MHC pseudo amino acid sequence, predict their binding affinity value. This is MHC class I binding data. (1) The peptide sequence is GTFEFTSFF. The MHC is BoLA-D18.4 with pseudo-sequence BoLA-D18.4. The binding affinity (normalized) is 0.168. (2) The MHC is HLA-A01:01 with pseudo-sequence HLA-A01:01. The binding affinity (normalized) is 0.0847. The peptide sequence is SLIVKCMPY. (3) The peptide sequence is DIINSVSIIL. The MHC is HLA-A02:03 with pseudo-sequence HLA-A02:03. The binding affinity (normalized) is 0.195.